This data is from Reaction yield outcomes from USPTO patents with 853,638 reactions. The task is: Predict the reaction yield, written as a fraction of the theoretical maximum amount of product (1.0 means a 100% yield; for example, 0.34 means a 34% yield). (1) The reactants are [Na+].[Cl:2][C:3]1[CH:4]=[C:5]([NH:17][C:18]2[C:27]3[C:22](=[CH:23][CH:24]=[CH:25][C:26]=3[O:28][CH2:29][C:30]([O-])=[O:31])[N:21]=[CH:20][N:19]=2)[CH:6]=[CH:7][C:8]=1[O:9][CH2:10][C:11]1[CH:16]=[CH:15][CH:14]=[CH:13][N:12]=1.C(N(C(C)C)CC)(C)C.[NH:42]1[CH2:47][CH2:46][O:45][CH2:44][CH2:43]1.CN(C(ON1N=NC2C=CC=NC1=2)=[N+](C)C)C.F[P-](F)(F)(F)(F)F. The catalyst is CC(N(C)C)=O. The product is [Cl:2][C:3]1[CH:4]=[C:5]([NH:17][C:18]2[C:27]3[C:22](=[CH:23][CH:24]=[CH:25][C:26]=3[O:28][CH2:29][C:30]([N:42]3[CH2:47][CH2:46][O:45][CH2:44][CH2:43]3)=[O:31])[N:21]=[CH:20][N:19]=2)[CH:6]=[CH:7][C:8]=1[O:9][CH2:10][C:11]1[CH:16]=[CH:15][CH:14]=[CH:13][N:12]=1. The yield is 0.220. (2) The reactants are [O:1]=[C:2]1[CH2:7][CH2:6][CH:5]([C:8]([O:10][CH2:11][CH3:12])=[O:9])[CH2:4][CH2:3]1.[BH4-].[Na+]. The catalyst is CO. The product is [OH:1][CH:2]1[CH2:3][CH2:4][CH:5]([C:8]([O:10][CH2:11][CH3:12])=[O:9])[CH2:6][CH2:7]1. The yield is 0.880. (3) The reactants are [CH3:1][O:2][C:3]([C:5]1[CH:6]=[C:7]2[C:11](=[CH:12][CH:13]=1)[NH:10][CH:9]=[CH:8]2)=[O:4].[CH2:14](I)[CH:15]([CH3:17])[CH3:16]. No catalyst specified. The product is [CH3:1][O:2][C:3]([C:5]1[CH:6]=[C:7]2[C:11](=[CH:12][CH:13]=1)[N:10]([CH2:14][CH:15]([CH3:17])[CH3:16])[CH:9]=[CH:8]2)=[O:4]. The yield is 0.300. (4) The reactants are C([O:4][C@H:5]1[C@H:11](CC([O-])=O)[C@@H:10]([O:16]C(=O)C)[C@:9]2([C:21]3[CH:26]=[CH:25][C:24]([Cl:27])=[C:23]([CH2:28][C:29]4[CH:34]=[CH:33][C:32]([OH:35])=[CH:31][CH:30]=4)[CH:22]=3)[O:20][C@@:6]1([CH:36]([O:38]C(=O)C)[CH3:37])CO2)(=O)C.[CH3:42][O-:43].[Na+].C(O)(=[O:47])C. The catalyst is CO. The product is [Cl:27][C:24]1[CH:25]=[CH:26][C:21]([C@@:9]23[O:20][C@@:6]([CH:36]([OH:38])[CH3:37])([CH2:42][O:43]2)[C@@H:5]([OH:4])[C@H:11]([OH:47])[C@H:10]3[OH:16])=[CH:22][C:23]=1[CH2:28][C:29]1[CH:30]=[CH:31][C:32]([OH:35])=[CH:33][CH:34]=1. The yield is 0.932. (5) The reactants are [CH2:1]([C:3]1[N:7]2[CH:8]=[CH:9][CH:10]=[C:11]([C:12]([F:15])([F:14])[F:13])[C:6]2=[N:5][C:4]=1[NH:16][S:17]([C:20]1[CH:25]=[CH:24][CH:23]=[CH:22][CH:21]=1)(=[O:19])=[O:18])[CH3:2].[C:43]1(P([C:39]2[CH:44]=[CH:43][CH:42]=[CH:41]C=2)[C:43]2[CH:44]=[CH:39]C=[CH:41][CH:42]=2)[CH:44]=[CH:39]C=[CH:41][CH:42]=1.CC(OC(/N=N/C(OC(C)C)=O)=O)C. The catalyst is C1COCC1.O.C(OCC)(=O)C. The product is [CH:43]1([CH2:42][CH2:41][N:16]([C:4]2[N:5]=[C:6]3[C:11]([C:12]([F:13])([F:14])[F:15])=[CH:10][CH:9]=[CH:8][N:7]3[C:3]=2[CH2:1][CH3:2])[S:17]([C:20]2[CH:25]=[CH:24][CH:23]=[CH:22][CH:21]=2)(=[O:18])=[O:19])[CH2:44][CH2:39]1. The yield is 0.410. (6) The reactants are [F:1][C:2]1[CH:10]=[CH:9][CH:8]=[C:7]([F:11])[C:3]=1[C:4](Cl)=[O:5].[CH3:12][C:13]1[S:17][C:16]2[CH2:18][CH2:19][CH2:20][CH2:21][C:15]=2[C:14]=1[C:22]1[CH:23]=[CH:24][C:25]([NH2:28])=[N:26][CH:27]=1.CCN(C(C)C)C(C)C. The catalyst is ClCCl.O1CCCC1.CO.[OH-].[Na+]. The product is [F:1][C:2]1[CH:10]=[CH:9][CH:8]=[C:7]([F:11])[C:3]=1[C:4]([NH:28][C:25]1[CH:24]=[CH:23][C:22]([C:14]2[C:15]3[CH2:21][CH2:20][CH2:19][CH2:18][C:16]=3[S:17][C:13]=2[CH3:12])=[CH:27][N:26]=1)=[O:5]. The yield is 0.500. (7) The reactants are O[CH:2]=[C:3]1[C:11]2[C:6](=[CH:7][C:8]([C:12]([C:14]3[CH:15]=[C:16]([NH:20][C:21]([C:23]4[N:24]([C:28]5[CH:33]=[CH:32][CH:31]=[CH:30][CH:29]=5)[N:25]=[CH:26][CH:27]=4)=[O:22])[CH:17]=[CH:18][CH:19]=3)=[O:13])=[CH:9][CH:10]=2)[NH:5][C:4]1=[O:34].[CH3:35][N:36]1[CH2:41][CH2:40][N:39]([C:42]2[CH:47]=[CH:46][C:45]([NH2:48])=[CH:44][CH:43]=2)[CH2:38][CH2:37]1. The catalyst is C1COCC1. The product is [CH3:35][N:36]1[CH2:37][CH2:38][N:39]([C:42]2[CH:47]=[CH:46][C:45]([NH:48][CH:2]=[C:3]3[C:11]4[C:6](=[CH:7][C:8]([C:12]([C:14]5[CH:15]=[C:16]([NH:20][C:21]([C:23]6[N:24]([C:28]7[CH:29]=[CH:30][CH:31]=[CH:32][CH:33]=7)[N:25]=[CH:26][CH:27]=6)=[O:22])[CH:17]=[CH:18][CH:19]=5)=[O:13])=[CH:9][CH:10]=4)[NH:5][C:4]3=[O:34])=[CH:44][CH:43]=2)[CH2:40][CH2:41]1. The yield is 0.810. (8) The reactants are Cl.[Cl:2][C:3]1[C:4]([F:24])=[C:5]([NH:10][C:11]2[C:20]3[C:15](=[CH:16][C:17]([OH:23])=[C:18]([O:21][CH3:22])[CH:19]=3)[N:14]=[CH:13][N:12]=2)[CH:6]=[CH:7][C:8]=1[Cl:9].C(=O)([O-])[O-].[K+].[K+].CS(O[CH2:36][CH:37]1[CH2:46][N:45]2[CH:40]([CH2:41][CH2:42][CH2:43][CH2:44]2)[CH2:39][CH2:38]1)(=O)=O. The catalyst is CN(C)C=O. The product is [Cl:2][C:3]1[C:4]([F:24])=[C:5]([NH:10][C:11]2[C:20]3[C:15](=[CH:16][C:17]([O:23][CH2:36][CH:37]4[CH2:46][N:45]5[CH:40]([CH2:41][CH2:42][CH2:43][CH2:44]5)[CH2:39][CH2:38]4)=[C:18]([O:21][CH3:22])[CH:19]=3)[N:14]=[CH:13][N:12]=2)[CH:6]=[CH:7][C:8]=1[Cl:9]. The yield is 0.140. (9) The reactants are CN(C)[C:3]([CH3:17])=[CH:4][C:5]([C:7]1[CH:12]=[CH:11][C:10]([C:13]([F:16])([F:15])[F:14])=[CH:9][CH:8]=1)=O.C([O:23][C:24](=[O:34])[C:25]1[CH:30]=[CH:29][C:28]([C:31](=[NH:33])[NH2:32])=[CH:27][CH:26]=1)(C)(C)C.C(OC(=O)C1C=CC=C(C(=N)N)C=1)(C)(C)C.[H-].[Na+]. The catalyst is C(O)C. The product is [CH3:17][C:3]1[CH:4]=[C:5]([C:7]2[CH:12]=[CH:11][C:10]([C:13]([F:14])([F:15])[F:16])=[CH:9][CH:8]=2)[N:32]=[C:31]([C:28]2[CH:27]=[CH:26][C:25]([C:24]([OH:23])=[O:34])=[CH:30][CH:29]=2)[N:33]=1. The yield is 0.0270. (10) The reactants are [CH3:1][CH:2]1[CH2:7][C:6](=[O:8])[CH2:5][C:4](=[O:9])[CH2:3]1.C([O-])([O-])=O.[Na+].[Na+].[O:16](S(C(F)(F)F)(=O)=O)[S:17]([C:20]([F:23])([F:22])[F:21])(=O)=[O:18]. The catalyst is C(Cl)Cl. The product is [F:21][C:20]([F:23])([F:22])[S:17]([O:8][C:6]1[CH2:7][CH:2]([CH3:1])[CH2:3][C:4](=[O:9])[CH:5]=1)(=[O:18])=[O:16]. The yield is 0.780.